This data is from Forward reaction prediction with 1.9M reactions from USPTO patents (1976-2016). The task is: Predict the product of the given reaction. (1) Given the reactants C(=O)([O-])[O-].[Cs+].[Cs+].Br[CH2:8][CH:9]([F:11])[F:10].[CH3:12][C:13]1[N:14]=[CH:15][N:16]([C:18]2[C:19]([OH:45])=[N:20][C:21](/[CH:24]=[CH:25]/[C:26]3[N:44]=[C:29]4[C@H:30]([C:34]5[CH:39]=[CH:38][CH:37]=[CH:36][C:35]=5[C:40]([F:43])([F:42])[F:41])[CH2:31][CH2:32][CH2:33][N:28]4[N:27]=3)=[CH:22][CH:23]=2)[CH:17]=1.CN(C=O)C, predict the reaction product. The product is: [CH3:12][C:13]1[N:14]=[CH:15][N:16]([C:18]2[CH:23]=[CH:22][C:21](/[CH:24]=[CH:25]/[C:26]3[N:44]=[C:29]4[CH:30]([C:34]5[CH:39]=[CH:38][CH:37]=[CH:36][C:35]=5[C:40]([F:42])([F:43])[F:41])[CH2:31][CH2:32][CH2:33][N:28]4[N:27]=3)=[N:20][C:19]=2[O:45][CH2:8][CH:9]([F:11])[F:10])[CH:17]=1. (2) Given the reactants [CH:1]1([NH:4][C:5](=[O:33])[C:6]2[CH:11]=[CH:10][C:9]([C:12]3[N:17]=[C:16]4[N:18]([CH2:21][C:22]5[CH:23]=[C:24]6[C:29](=[CH:30][CH:31]=5)[N:28]=[CH:27][CH:26]=[CH:25]6)[N:19]=[N:20][C:15]4=[CH:14][CH:13]=3)=[CH:8][C:7]=2[F:32])[CH2:3][CH2:2]1.CCOCC.[ClH:39], predict the reaction product. The product is: [ClH:39].[CH:1]1([NH:4][C:5](=[O:33])[C:6]2[CH:11]=[CH:10][C:9]([C:12]3[N:17]=[C:16]4[N:18]([CH2:21][C:22]5[CH:23]=[C:24]6[C:29](=[CH:30][CH:31]=5)[N:28]=[CH:27][CH:26]=[CH:25]6)[N:19]=[N:20][C:15]4=[CH:14][CH:13]=3)=[CH:8][C:7]=2[F:32])[CH2:2][CH2:3]1. (3) Given the reactants C([O:3][C:4]([C:6]1[N:11]=[C:10]([CH2:12][N:13]2[CH2:21][CH2:20][N:19]([CH2:22][C:23]3[CH:28]=[C:27]([C:29]4[C:34]([O:35][CH3:36])=[CH:33][C:32]([O:37][CH3:38])=[CH:31][C:30]=4[O:39][CH3:40])[CH:26]=[C:25]([C:41]([O:43]CC)=[O:42])[N:24]=3)[CH2:18][CH2:17][N:16]([CH2:46][C:47]3[N:52]=[C:51]([C:53]([O:55]CC)=[O:54])[CH:50]=[C:49]([C:58]4[C:63]([O:64][CH3:65])=[CH:62][C:61]([O:66][CH3:67])=[CH:60][C:59]=4[O:68][CH3:69])[CH:48]=3)[CH2:15][CH2:14]2)[CH:9]=[C:8]([C:70]2[C:75]([O:76][CH3:77])=[CH:74][C:73]([O:78][CH3:79])=[CH:72][C:71]=2[O:80][CH3:81])[CH:7]=1)=[O:5])C.[Cl-].[Tb+3:83].[Cl-].[Cl-], predict the reaction product. The product is: [Tb+3:83].[C:41]([C:25]1[N:24]=[C:23]([CH2:22][N:19]2[CH2:18][CH2:17][N:16]([CH2:46][C:47]3[CH:48]=[C:49]([C:58]4[C:63]([O:64][CH3:65])=[CH:62][C:61]([O:66][CH3:67])=[CH:60][C:59]=4[O:68][CH3:69])[CH:50]=[C:51]([C:53]([OH:55])=[O:54])[N:52]=3)[CH2:15][CH2:14][N:13]([CH2:12][C:10]3[N:11]=[C:6]([C:4]([OH:5])=[O:3])[CH:7]=[C:8]([C:70]4[C:71]([O:80][CH3:81])=[CH:72][C:73]([O:78][CH3:79])=[CH:74][C:75]=4[O:76][CH3:77])[CH:9]=3)[CH2:21][CH2:20]2)[CH:28]=[C:27]([C:29]2[C:30]([O:39][CH3:40])=[CH:31][C:32]([O:37][CH3:38])=[CH:33][C:34]=2[O:35][CH3:36])[CH:26]=1)([OH:43])=[O:42]. (4) Given the reactants [C:1]([O:5][C:6](=[O:35])[NH:7][CH2:8][C:9]1[CH:14]=[CH:13][C:12]([O:15][C:16]2[CH:21]=[C:20]([C:22]([N:24]3[CH:33]4[CH:28]([CH2:29][CH2:30][CH2:31][CH2:32]4)[CH2:27][CH2:26][CH2:25]3)=[O:23])[CH:19]=[C:18]([OH:34])[CH:17]=2)=[CH:11][CH:10]=1)([CH3:4])([CH3:3])[CH3:2].F[C:37]1[CH:44]=[CH:43][C:40]([C:41]#[N:42])=[CH:39][CH:38]=1, predict the reaction product. The product is: [C:1]([O:5][C:6](=[O:35])[NH:7][CH2:8][C:9]1[CH:10]=[CH:11][C:12]([O:15][C:16]2[CH:21]=[C:20]([C:22]([N:24]3[CH:33]4[CH:28]([CH2:29][CH2:30][CH2:31][CH2:32]4)[CH2:27][CH2:26][CH2:25]3)=[O:23])[CH:19]=[C:18]([O:34][C:37]3[CH:44]=[CH:43][C:40]([C:41]#[N:42])=[CH:39][CH:38]=3)[CH:17]=2)=[CH:13][CH:14]=1)([CH3:4])([CH3:2])[CH3:3]. (5) Given the reactants C[O:2][CH:3]=[C:4]1[CH2:9][CH2:8][CH:7]([CH:10]2[CH2:14][CH2:13][CH:12]([CH2:15][CH2:16][CH3:17])[CH2:11]2)[CH2:6][CH2:5]1, predict the reaction product. The product is: [CH2:15]([CH:12]1[CH2:13][CH2:14][CH:10]([CH:7]2[CH2:8][CH2:9][CH:4]([CH:3]=[O:2])[CH2:5][CH2:6]2)[CH2:11]1)[CH2:16][CH3:17]. (6) Given the reactants C([NH:8][C:9]([C:11]1[S:12][CH:13]=[CH:14][C:15]=1[NH:16][C:17]1[C:18]2[CH:25]=[CH:24][NH:23][C:19]=2[N:20]=[CH:21][N:22]=1)=[O:10])C1C=CC=CC=1.[CH2:26](N)[CH2:27][C:28]1[CH:33]=[CH:32][CH:31]=[CH:30][CH:29]=1, predict the reaction product. The product is: [CH2:26]([NH:8][C:9]([C:11]1[S:12][CH:13]=[CH:14][C:15]=1[NH:16][C:17]1[C:18]2[CH:25]=[CH:24][NH:23][C:19]=2[N:20]=[CH:21][N:22]=1)=[O:10])[CH2:27][C:28]1[CH:33]=[CH:32][CH:31]=[CH:30][CH:29]=1. (7) The product is: [Br:1][C:2]1[CH:7]=[CH:6][C:5]2[NH:8][C:45]([CH2:44][O:47][C:20]3[CH:25]=[CH:24][C:23]([CH:43]4[CH2:42][CH2:48]4)=[CH:22][CH:21]=3)=[N:9][C:4]=2[CH:3]=1. Given the reactants [Br:1][C:2]1[CH:3]=[C:4]([NH2:9])[C:5]([NH2:8])=[CH:6][CH:7]=1.F[P-](F)(F)(F)(F)F.N1(O[P+](N(C)C)(N(C)C)N(C)C)[C:21]2[CH:22]=[CH:23][CH:24]=[CH:25][C:20]=2N=N1.C(N([CH2:42][CH3:43])CC)C.[C:44]([OH:47])(=O)[CH3:45].[C:48](#N)C, predict the reaction product. (8) The product is: [OH:1][CH2:2][C@H:3]([NH:14][C:15](=[O:23])[C:16]1[CH:17]=[C:18]([C:25]#[C:24][C:26]2[CH:35]=[CH:34][CH:33]=[C:28]([C:29](=[O:30])[NH:31][CH3:32])[CH:27]=2)[CH:19]=[CH:20][CH:21]=1)[CH2:4][C:5]1[C:13]2[C:8](=[CH:9][CH:10]=[CH:11][CH:12]=2)[NH:7][CH:6]=1. Given the reactants [OH:1][CH2:2][C@H:3]([NH:14][C:15](=[O:23])[C:16]1[CH:21]=[CH:20][CH:19]=[C:18](I)[CH:17]=1)[CH2:4][C:5]1[C:13]2[C:8](=[CH:9][CH:10]=[CH:11][CH:12]=2)[NH:7][CH:6]=1.[C:24]([C:26]1[CH:27]=[C:28]([CH:33]=[CH:34][CH:35]=1)[C:29]([NH:31][CH3:32])=[O:30])#[CH:25].CCCC[N+](CCCC)(CCCC)CCCC.[F-].O, predict the reaction product.